Dataset: Forward reaction prediction with 1.9M reactions from USPTO patents (1976-2016). Task: Predict the product of the given reaction. (1) Given the reactants [OH-:1].[Na+].O.[CH3:4][N:5]1[CH:9]=[C:8]([C:10]2[CH:11]=[C:12]([CH:43]=[CH:44][CH:45]=2)[CH2:13][C:14]2([CH2:26][N:27]([C@@H:34]3[CH2:36][C@H:35]3[C:37]3[CH:42]=[CH:41][CH:40]=[CH:39][CH:38]=3)[C:28](=[O:33])[C:29]([F:32])([F:31])[F:30])[CH2:19][CH2:18][N:17]([CH2:20][CH2:21][C:22]([O:24]C)=[O:23])[CH2:16][CH2:15]2)[CH:7]=[N:6]1, predict the reaction product. The product is: [CH3:4][N:5]1[CH:9]=[C:8]([C:10]2[CH:11]=[C:12]([CH:43]=[CH:44][CH:45]=2)[CH2:13][C:14]2([CH2:26][NH:27][C@@H:34]3[CH2:36][C@H:35]3[C:37]3[CH:38]=[CH:39][CH:40]=[CH:41][CH:42]=3)[CH2:15][CH2:16][N:17]([CH2:20][CH2:21][C:22]([OH:24])=[O:23])[CH2:18][CH2:19]2)[CH:7]=[N:6]1.[C:28]([OH:33])([C:29]([F:32])([F:31])[F:30])=[O:1]. (2) Given the reactants ClC1C(=O)C(C#N)=C(C#N)C(=O)C=1Cl.COC1C=CC(C[O:22][CH:23]([C:29]2[CH:34]=[CH:33][C:32]([N:35]([CH2:39][C:40]#[C:41][CH2:42][CH2:43][CH2:44][C:45]([O:47][CH3:48])=[O:46])[C:36](=[O:38])[CH3:37])=[CH:31][CH:30]=2)[CH2:24][CH2:25][CH2:26][CH2:27][CH3:28])=CC=1, predict the reaction product. The product is: [OH:22][CH:23]([C:29]1[CH:30]=[CH:31][C:32]([N:35]([CH2:39][C:40]#[C:41][CH2:42][CH2:43][CH2:44][C:45]([O:47][CH3:48])=[O:46])[C:36](=[O:38])[CH3:37])=[CH:33][CH:34]=1)[CH2:24][CH2:25][CH2:26][CH2:27][CH3:28]. (3) Given the reactants [CH3:1][C:2]1[CH:7]=[CH:6][C:5]([S:8]([O:11][CH2:12][CH:13]([OH:26])[CH2:14][C:15]2[CH:20]=[CH:19][CH:18]=[C:17]([C:21]([CH3:24])([CH3:23])[CH3:22])[C:16]=2O)(=[O:10])=[O:9])=[CH:4][CH:3]=1.C1(P(C2C=CC=CC=2)C2C=CC=CC=2)C=CC=CC=1.CCOC(/N=N/C(OCC)=O)=O.CC1C=CC(S(OCC2CC3C=CC(OC)=CC=3O2)(=O)=O)=CC=1, predict the reaction product. The product is: [CH3:1][C:2]1[CH:3]=[CH:4][C:5]([S:8]([O:11][CH2:12][CH:13]2[CH2:14][C:15]3[CH:20]=[CH:19][CH:18]=[C:17]([C:21]([CH3:24])([CH3:23])[CH3:22])[C:16]=3[O:26]2)(=[O:10])=[O:9])=[CH:6][CH:7]=1. (4) Given the reactants [ClH:1].[CH3:2][O:3][C:4]1[CH:5]=[C:6]([C:14]#[C:15]/[CH:16]=[CH:17]/[C:18]([N:20]2[CH2:25][CH2:24][CH:23]([CH2:26][CH:27]([CH2:53][N:54]([CH3:56])[CH3:55])[CH2:28][CH:29]3[CH2:34][CH2:33][N:32]([C:35](=[O:52])/[CH:36]=[CH:37]/[C:38]#[C:39][C:40]4[CH:45]=[C:44]([O:46][CH3:47])[C:43]([O:48][CH3:49])=[C:42]([O:50][CH3:51])[CH:41]=4)[CH2:31][CH2:30]3)[CH2:22][CH2:21]2)=[O:19])[CH:7]=[C:8]([O:12][CH3:13])[C:9]=1[O:10][CH3:11], predict the reaction product. The product is: [ClH:1].[CH3:2][O:3][C:4]1[CH:5]=[C:6]([C:14]#[C:15]/[CH:16]=[CH:17]/[C:18]([N:20]2[CH2:25][CH2:24][CH:23]([CH2:26][CH:27]([CH2:53][N:54]([CH3:56])[CH3:55])[CH2:28][CH:29]3[CH2:34][CH2:33][N:32]([C:35](=[O:52])/[CH:36]=[CH:37]/[C:38]#[C:39][C:40]4[CH:41]=[C:42]([O:50][CH3:51])[C:43]([O:48][CH3:49])=[C:44]([O:46][CH3:47])[CH:45]=4)[CH2:31][CH2:30]3)[CH2:22][CH2:21]2)=[O:19])[CH:7]=[C:8]([O:12][CH3:13])[C:9]=1[O:10][CH3:11].